From a dataset of Forward reaction prediction with 1.9M reactions from USPTO patents (1976-2016). Predict the product of the given reaction. (1) Given the reactants [F:1][C:2]([F:24])([F:23])[O:3][C:4]1[CH:9]=[CH:8][C:7]([N:10]2[CH:14]=[N:13][C:12]([C:15]3[CH:22]=[CH:21][C:18]([CH:19]=[O:20])=[CH:17][CH:16]=3)=[N:11]2)=[CH:6][CH:5]=1.[CH3:25][Mg]Br.Cl, predict the reaction product. The product is: [F:24][C:2]([F:1])([F:23])[O:3][C:4]1[CH:5]=[CH:6][C:7]([N:10]2[CH:14]=[N:13][C:12]([C:15]3[CH:22]=[CH:21][C:18]([CH:19]([OH:20])[CH3:25])=[CH:17][CH:16]=3)=[N:11]2)=[CH:8][CH:9]=1. (2) Given the reactants [CH3:1][C:2]1(C)[S:6][C:5]([CH3:15])([CH2:7][CH2:8][CH2:9][CH2:10][CH2:11][CH2:12][CH2:13][CH3:14])[C:4](=[O:16])[O:3]1.[CH3:18][CH2:19][O-:20].[Na+].CCN(CC)CC.C(Cl)(=O)C, predict the reaction product. The product is: [CH2:19]([O:20][C:4](=[O:16])[C:5]([S:6][C:2](=[O:3])[CH3:1])([CH3:15])[CH2:7][CH2:8][CH2:9][CH2:10][CH2:11][CH2:12][CH2:13][CH3:14])[CH3:18]. (3) Given the reactants Cl[C:2]1[CH:7]=[C:6]([C:8]([F:11])([F:10])[F:9])[CH:5]=[C:4]([CH3:12])[N:3]=1.[CH2:13]([N:20]1[CH2:24][CH2:23][C@H:22]([NH2:25])[CH2:21]1)[C:14]1[CH:19]=[CH:18][CH:17]=[CH:16][CH:15]=1.C(O)COCCO.C(N(CC)C(C)C)(C)C, predict the reaction product. The product is: [CH2:13]([N:20]1[CH2:24][CH2:23][C@H:22]([NH:25][C:2]2[CH:7]=[C:6]([C:8]([F:11])([F:10])[F:9])[CH:5]=[C:4]([CH3:12])[N:3]=2)[CH2:21]1)[C:14]1[CH:15]=[CH:16][CH:17]=[CH:18][CH:19]=1. (4) Given the reactants [Br:1][C:2]1[CH:3]=[C:4]2[C:9](=[CH:10][CH:11]=1)[N:8]=[N:7][CH:6]=[C:5]2Cl.[NH2:13][C:14]1[CH:19]=[CH:18][CH:17]=[CH:16][CH:15]=1, predict the reaction product. The product is: [Br:1][C:2]1[CH:3]=[C:4]2[C:9](=[CH:10][CH:11]=1)[N:8]=[N:7][CH:6]=[C:5]2[NH:13][C:14]1[CH:19]=[CH:18][CH:17]=[CH:16][CH:15]=1. (5) Given the reactants Cl[C:2](=[N:8][OH:9])[C:3]([O:5][CH2:6][CH3:7])=[O:4].[CH2:10]([C:13]1[CH:18]=[CH:17][CH:16]=[CH:15][CH:14]=1)[C:11]#[CH:12].C(N(CC)CC)C, predict the reaction product. The product is: [CH2:10]([C:11]1[O:9][N:8]=[C:2]([C:3]([O:5][CH2:6][CH3:7])=[O:4])[CH:12]=1)[C:13]1[CH:18]=[CH:17][CH:16]=[CH:15][CH:14]=1. (6) The product is: [CH3:32][C:28]1[CH:29]=[CH:30][CH:31]=[C:26]([CH3:25])[C:27]=1[NH:33][C:34]([NH:1][C:2]1[C:11]2[C:6](=[CH:7][C:8]([O:14][CH2:15][CH:16]3[CH2:21][CH2:20][N:19]([CH3:22])[CH2:18][CH2:17]3)=[C:9]([O:12][CH3:13])[CH:10]=2)[N:5]=[CH:4][N:3]=1)=[S:35]. Given the reactants [NH2:1][C:2]1[C:11]2[C:6](=[CH:7][C:8]([O:14][CH2:15][CH:16]3[CH2:21][CH2:20][N:19]([CH3:22])[CH2:18][CH2:17]3)=[C:9]([O:12][CH3:13])[CH:10]=2)[N:5]=[CH:4][N:3]=1.[H-].[Na+].[CH3:25][C:26]1[CH:31]=[CH:30][CH:29]=[C:28]([CH3:32])[C:27]=1[N:33]=[C:34]=[S:35], predict the reaction product. (7) Given the reactants [Cl:1][C:2]1[C:3]([CH2:12][O:13][C:14]2[CH:15]=[N:16][C:17]([CH:21]3[CH2:23][CH2:22]3)=[C:18]([Cl:20])[CH:19]=2)=[CH:4][C:5]([F:11])=[C:6]([CH:10]=1)[C:7]([OH:9])=O.CN(C(ON1N=NC2C=CC=NC1=2)=[N+](C)C)C.F[P-](F)(F)(F)(F)F.C(N(CC)C(C)C)(C)C.[N:57]1([S:61]([NH2:64])(=[O:63])=[O:62])[CH2:60][CH2:59][CH2:58]1, predict the reaction product. The product is: [N:57]1([S:61]([NH:64][C:7](=[O:9])[C:6]2[CH:10]=[C:2]([Cl:1])[C:3]([CH2:12][O:13][C:14]3[CH:15]=[N:16][C:17]([CH:21]4[CH2:23][CH2:22]4)=[C:18]([Cl:20])[CH:19]=3)=[CH:4][C:5]=2[F:11])(=[O:63])=[O:62])[CH2:60][CH2:59][CH2:58]1.